From a dataset of Forward reaction prediction with 1.9M reactions from USPTO patents (1976-2016). Predict the product of the given reaction. Given the reactants C(O)(C(F)(F)F)=O.[F:8][C:9]1[CH:14]=[CH:13][CH:12]=[C:11]([F:15])[C:10]=1[C:16]1[S:17][CH:18]=[C:19]([C:21]([NH:23][C:24]2[CH:25]=[N:26][C:27]3[C:32]([C:33]=2[N:34]2[CH2:39][CH2:38][CH2:37][C@H:36]([NH:40]C(=O)OC(C)(C)C)[CH2:35]2)=[CH:31][CH:30]=[CH:29][CH:28]=3)=[O:22])[N:20]=1, predict the reaction product. The product is: [NH2:40][C@H:36]1[CH2:37][CH2:38][CH2:39][N:34]([C:33]2[C:32]3[C:27](=[CH:28][CH:29]=[CH:30][CH:31]=3)[N:26]=[CH:25][C:24]=2[NH:23][C:21]([C:19]2[N:20]=[C:16]([C:10]3[C:11]([F:15])=[CH:12][CH:13]=[CH:14][C:9]=3[F:8])[S:17][CH:18]=2)=[O:22])[CH2:35]1.